Dataset: Forward reaction prediction with 1.9M reactions from USPTO patents (1976-2016). Task: Predict the product of the given reaction. (1) Given the reactants [NH2:1][C:2]1[N:10]=[C:9]([O:11][CH2:12][CH2:13][CH2:14][CH3:15])[N:8]=[C:7]2[C:3]=1[N:4]=[C:5]([O:34][CH3:35])[N:6]2[CH2:16][CH2:17][CH:18]1[CH2:23][CH2:22][CH2:21]CN1C(OCC1C=CC=CC=1)=O.BrCCC1CCC[N:41]([C:45]([O:47][CH2:48][C:49]2[CH:54]=[CH:53][CH:52]=[CH:51][CH:50]=2)=[O:46])[CH2:40]1.FC(F)(F)C(O)=O.C(OC1N=C2C(N=C(OC)N2)=C(N)N=1)CCC, predict the reaction product. The product is: [NH2:1][C:2]1[N:10]=[C:9]([O:11][CH2:12][CH2:13][CH2:14][CH3:15])[N:8]=[C:7]2[C:3]=1[N:4]=[C:5]([O:34][CH3:35])[N:6]2[CH2:16][CH2:17][CH:18]1[CH2:23][CH2:22][CH2:21][N:41]([C:45]([O:47][CH2:48][C:49]2[CH:54]=[CH:53][CH:52]=[CH:51][CH:50]=2)=[O:46])[CH2:40]1. (2) Given the reactants C1CCC(N=C=NC2CCCCC2)CC1.O.N1(O)C2C=CC=CC=2N=N1.Cl.[F:28][C:29]1[CH:34]=[CH:33][CH:32]=[CH:31][C:30]=1[NH:35][CH:36]([C:40]1[CH:45]=[CH:44][CH:43]=[CH:42][CH:41]=1)[C:37]([OH:39])=[O:38].[N:46]12[CH2:53][CH2:52][CH:49]([CH2:50][CH2:51]1)[C@@H:48](O)[CH2:47]2, predict the reaction product. The product is: [N:46]12[CH2:53][CH2:52][CH:49]([CH2:50][CH2:51]1)[C@@H:48]([O:38][C:37](=[O:39])[CH:36]([NH:35][C:30]1[CH:31]=[CH:32][CH:33]=[CH:34][C:29]=1[F:28])[C:40]1[CH:45]=[CH:44][CH:43]=[CH:42][CH:41]=1)[CH2:47]2. (3) Given the reactants [C:1]1([CH3:22])[CH:6]=[CH:5][C:4]([C:7]2[C:12]([C:13]3[CH:18]=[CH:17][C:16]([CH3:19])=[CH:15][CH:14]=3)=[CH:11][N:10]=[C:9]([NH:20][CH3:21])[N:8]=2)=[CH:3][CH:2]=1.[C:23]([O:27][C:28](=[O:36])[CH2:29][O:30][CH2:31][CH2:32][CH2:33][CH2:34]Br)([CH3:26])([CH3:25])[CH3:24], predict the reaction product. The product is: [C:23]([O:27][C:28](=[O:36])[CH2:29][O:30][CH2:31][CH2:32][CH2:33][CH2:34][N:20]([C:9]1[N:8]=[C:7]([C:4]2[CH:3]=[CH:2][C:1]([CH3:22])=[CH:6][CH:5]=2)[C:12]([C:13]2[CH:18]=[CH:17][C:16]([CH3:19])=[CH:15][CH:14]=2)=[CH:11][N:10]=1)[CH3:21])([CH3:26])([CH3:25])[CH3:24]. (4) Given the reactants [Si:1]([O:8][C@@H:9]1[C:18]2[C:13](=[CH:14][C:15]([CH:38]3[CH2:42][CH2:41][CH2:40][CH2:39]3)=[C:16]([C:26]([C:28]3[CH:33]=[CH:32][C:31]([C:34]([F:37])([F:36])[F:35])=[CH:30][CH:29]=3)=[O:27])[C:17]=2[C:19]2[CH:24]=[CH:23][C:22]([F:25])=[CH:21][CH:20]=2)[O:12][C:11]([CH3:44])([CH3:43])[CH2:10]1)([C:4]([CH3:7])([CH3:6])[CH3:5])([CH3:3])[CH3:2].[H-].C([Al+]CC(C)C)C(C)C.[Na].C(C(C(C([O-])=O)O)O)([O-])=O.[K+].[K+], predict the reaction product. The product is: [Si:1]([O:8][C@@H:9]1[C:18]2[C:13](=[CH:14][C:15]([CH:38]3[CH2:39][CH2:40][CH2:41][CH2:42]3)=[C:16]([CH:26]([C:28]3[CH:33]=[CH:32][C:31]([C:34]([F:36])([F:37])[F:35])=[CH:30][CH:29]=3)[OH:27])[C:17]=2[C:19]2[CH:24]=[CH:23][C:22]([F:25])=[CH:21][CH:20]=2)[O:12][C:11]([CH3:44])([CH3:43])[CH2:10]1)([C:4]([CH3:7])([CH3:6])[CH3:5])([CH3:3])[CH3:2]. (5) Given the reactants CC1(C)C(C)(C)OB([C:9]2[CH:14]=[CH:13][C:12]([N:15]3[CH2:19][CH2:18][CH2:17][CH2:16]3)=[CH:11][CH:10]=2)O1.[Cl:21][C:22]1[C:23](I)=[CH:24][C:25]2[N:29]=[C:28]([O:30][C@H:31]3[CH2:36][O:35][C@H:34]([CH2:37][OH:38])[C@@H:33]([OH:39])[CH2:32]3)[NH:27][C:26]=2[CH:40]=1.O.CCOC(C)=O, predict the reaction product. The product is: [Cl:21][C:22]1[C:23]([C:9]2[CH:10]=[CH:11][C:12]([N:15]3[CH2:16][CH2:17][CH2:18][CH2:19]3)=[CH:13][CH:14]=2)=[CH:24][C:25]2[N:29]=[C:28]([O:30][C@H:31]3[CH2:36][O:35][C@H:34]([CH2:37][OH:38])[C@@H:33]([OH:39])[CH2:32]3)[NH:27][C:26]=2[CH:40]=1.